The task is: Regression/Classification. Given a drug SMILES string, predict its absorption, distribution, metabolism, or excretion properties. Task type varies by dataset: regression for continuous measurements (e.g., permeability, clearance, half-life) or binary classification for categorical outcomes (e.g., BBB penetration, CYP inhibition). Dataset: hlm.. This data is from Human liver microsome stability data. The drug is COc1nc2ccc(Br)cc2cc1[C@@H](c1ccccc1)[C@@](O)(CCN(C)C)c1cccc2ccccc12. The result is 0 (unstable in human liver microsomes).